From a dataset of Peptide-MHC class II binding affinity with 134,281 pairs from IEDB. Regression. Given a peptide amino acid sequence and an MHC pseudo amino acid sequence, predict their binding affinity value. This is MHC class II binding data. (1) The binding affinity (normalized) is 0.631. The peptide sequence is CDGSILGAAVNGKKS. The MHC is DRB4_0103 with pseudo-sequence DRB4_0103. (2) The peptide sequence is SSKLNKFISPKSVIG. The MHC is DRB1_0404 with pseudo-sequence DRB1_0404. The binding affinity (normalized) is 0.652. (3) The peptide sequence is YVIRAQLHVGAKQEN. The MHC is DRB1_1101 with pseudo-sequence DRB1_1101. The binding affinity (normalized) is 0.604. (4) The peptide sequence is EAAFTVSSKRNLADA. The MHC is DRB1_1302 with pseudo-sequence DRB1_1302. The binding affinity (normalized) is 0.270.